Dataset: Catalyst prediction with 721,799 reactions and 888 catalyst types from USPTO. Task: Predict which catalyst facilitates the given reaction. (1) Reactant: Cl.[NH:2]([CH:4]1[CH2:9][CH2:8][N:7]([C:10]([O:12][C:13]([CH3:16])([CH3:15])[CH3:14])=[O:11])[CH2:6][CH2:5]1)[NH2:3].[C:17]([C:19](=[CH:25]OCC)[C:20]([O:22][CH2:23][CH3:24])=[O:21])#[N:18].O.O.O.C([O-])(=O)C.[Na+]. Product: [NH2:18][C:17]1[N:2]([CH:4]2[CH2:5][CH2:6][N:7]([C:10]([O:12][C:13]([CH3:16])([CH3:15])[CH3:14])=[O:11])[CH2:8][CH2:9]2)[N:3]=[CH:25][C:19]=1[C:20]([O:22][CH2:23][CH3:24])=[O:21]. The catalyst class is: 8. (2) Reactant: [CH2:1]([O:3][C:4]([C:6]1[C:15](=[O:16])[C:14]2[C:9](=[C:10]([C:19]#[C:20][CH2:21][C@@H:22]3[C@H:26]([OH:27])[CH2:25][CH2:24][N:23]3[C:28]([O:30][C:31]([CH3:34])([CH3:33])[CH3:32])=[O:29])[C:11]([F:18])=[C:12]([F:17])[CH:13]=2)[N:8]([CH:35]2[CH2:37][CH2:36]2)[CH:7]=1)=[O:5])[CH3:2]. Product: [CH2:1]([O:3][C:4]([C:6]1[C:15](=[O:16])[C:14]2[C:9](=[C:10](/[CH:19]=[CH:20]\[CH2:21][C@@H:22]3[C@H:26]([OH:27])[CH2:25][CH2:24][N:23]3[C:28]([O:30][C:31]([CH3:32])([CH3:33])[CH3:34])=[O:29])[C:11]([F:18])=[C:12]([F:17])[CH:13]=2)[N:8]([CH:35]2[CH2:36][CH2:37]2)[CH:7]=1)=[O:5])[CH3:2]. The catalyst class is: 8. (3) Reactant: C1(N2C(=O)C3SC=[C:16]([C:17]4[CH:22]=[CH:21][CH:20]=[CH:19]C=4)[C:10]=3[N:9]=[CH:8]2)C=CC=CC=1.[NH2:23][C:24]1[C:28]([C:29]2[CH:34]=[CH:33][CH:32]=[CH:31][C:30]=2[F:35])=[CH:27][S:26][C:25]=1[C:36]([O:38]C)=O.C(OCC)(OCC)OCC.C1(N)CCCCCC1. Product: [CH:10]1([N:9]2[C:36](=[O:38])[C:25]3[S:26][CH:27]=[C:28]([C:29]4[CH:34]=[CH:33][CH:32]=[CH:31][C:30]=4[F:35])[C:24]=3[N:23]=[CH:8]2)[CH2:16][CH2:17][CH2:22][CH2:21][CH2:20][CH2:19]1. The catalyst class is: 15. (4) Reactant: Br[C:2]1[N:9]=[CH:8][CH:7]=[C:6]([Cl:10])[C:3]=1[CH:4]=[O:5].[C:11]1(=[O:24])[C:16]2=[CH:17][C:18]3[CH2:19][CH2:20][CH2:21][CH2:22][C:23]=3[N:15]2[CH:14]=[CH:13][NH:12]1.C(=O)([O-])[O-].[Cs+].[Cs+].COC1C2C(=C3C(=CC=2)C(OC)=CC=N3)N=CC=1. Product: [Cl:10][C:6]1[C:3]([CH:4]=[O:5])=[C:2]([N:12]2[CH:13]=[CH:14][N:15]3[C:23]4[CH2:22][CH2:21][CH2:20][CH2:19][C:18]=4[CH:17]=[C:16]3[C:11]2=[O:24])[N:9]=[CH:8][CH:7]=1. The catalyst class is: 321. (5) Reactant: [CH2:1]([S:8]([NH:11][C:12]([CH:14]1[CH2:19][CH2:18][N:17]([C:20]([O:22][C:23]([CH3:26])([CH3:25])[CH3:24])=[O:21])[CH2:16][CH2:15]1)=[O:13])(=[O:10])=[O:9])[C:2]1[CH:7]=[CH:6][CH:5]=[CH:4][CH:3]=1.Br[CH2:28][CH:29]=[CH2:30].CCN(C(C)C)C(C)C.O. Product: [CH2:30]([N:11]([S:8]([CH2:1][C:2]1[CH:7]=[CH:6][CH:5]=[CH:4][CH:3]=1)(=[O:10])=[O:9])[C:12]([CH:14]1[CH2:15][CH2:16][N:17]([C:20]([O:22][C:23]([CH3:26])([CH3:25])[CH3:24])=[O:21])[CH2:18][CH2:19]1)=[O:13])[CH:29]=[CH2:28]. The catalyst class is: 3. (6) Reactant: [NH:1]1[CH:5]=[C:4]([C:6]2[CH:11]=[C:10]([C:12]([O:14]C)=[O:13])[CH:9]=[CH:8][N:7]=2)[N:3]=[CH:2]1.[F:16][C:17]1[CH:25]=[CH:24][C:20]([CH2:21][CH2:22]Br)=[CH:19][CH:18]=1.[OH-].[Na+]. Product: [F:16][C:17]1[CH:25]=[CH:24][C:20]([CH2:21][CH2:22][N:1]2[CH:5]=[C:4]([C:6]3[CH:11]=[C:10]([C:12]([OH:14])=[O:13])[CH:9]=[CH:8][N:7]=3)[N:3]=[CH:2]2)=[CH:19][CH:18]=1. The catalyst class is: 5. (7) Reactant: [CH2:1]([O:8][C:9]([O:11]N1C(=O)CCC1=O)=O)[C:2]1[CH:7]=[CH:6][CH:5]=[CH:4][CH:3]=1.[CH2:19]1[C:31]2[NH:30][C:29]3[C:24](=[CH:25][CH:26]=[CH:27][CH:28]=3)[C:23]=2[CH2:22][CH2:21][NH:20]1. Product: [CH2:1]([O:8][C:9]([N:20]1[CH2:21][CH2:22][C:23]2[C:24]3[C:29](=[CH:28][CH:27]=[CH:26][CH:25]=3)[NH:30][C:31]=2[CH2:19]1)=[O:11])[C:2]1[CH:3]=[CH:4][CH:5]=[CH:6][CH:7]=1. The catalyst class is: 7. (8) Reactant: [OH:1][CH:2]1[CH2:7][N:6]([C:8]([O:10][C:11]([CH3:14])([CH3:13])[CH3:12])=[O:9])[CH:5]([CH2:15][C:16]2([OH:22])[CH2:21][CH2:20][O:19][CH2:18][CH2:17]2)[CH2:4][CH2:3]1.C(N(CC)CC)C.[CH3:30][S:31](Cl)(=[O:33])=[O:32]. Product: [OH:22][C:16]1([CH2:15][C@H:5]2[CH2:4][CH2:3][C@H:2]([O:1][S:31]([CH3:30])(=[O:33])=[O:32])[CH2:7][N:6]2[C:8]([O:10][C:11]([CH3:13])([CH3:14])[CH3:12])=[O:9])[CH2:17][CH2:18][O:19][CH2:20][CH2:21]1. The catalyst class is: 4. (9) Reactant: [CH3:1][O:2][C:3]1[CH:4]=[C:5]2[C:10](=[CH:11][C:12]=1[O:13][CH3:14])[N:9]=[CH:8][CH:7]=[C:6]2[O:15][C:16]1[CH:21]=[CH:20][C:19]([NH:22][C:23](=O)[CH2:24][O:25][C:26]2[CH:31]=[CH:30][CH:29]=[CH:28][C:27]=2[O:32][CH3:33])=[CH:18][CH:17]=1.Cl.[OH-].[Na+]. Product: [CH3:1][O:2][C:3]1[CH:4]=[C:5]2[C:10](=[CH:11][C:12]=1[O:13][CH3:14])[N:9]=[CH:8][CH:7]=[C:6]2[O:15][C:16]1[CH:17]=[CH:18][C:19]([NH:22][CH2:23][CH2:24][O:25][C:26]2[CH:31]=[CH:30][CH:29]=[CH:28][C:27]=2[O:32][CH3:33])=[CH:20][CH:21]=1. The catalyst class is: 7. (10) Reactant: [O:1]=[C:2]1[C:11]2[NH:12][CH:13]=[CH:14][C:10]=2[C:9]2[CH:8]=[C:7]([C:15]#[C:16][C:17]3[CH:22]=[CH:21][CH:20]=[CH:19][CH:18]=3)[CH:6]=[CH:5][C:4]=2[NH:3]1.[CH2:23]([C:25]([O-:27])=[O:26])[CH3:24]. Product: [O:1]=[C:2]1[C:11]2[NH:12][CH:13]=[CH:14][C:10]=2[C:9]2[CH:8]=[C:7]([CH2:15][CH2:16][C:17]3[CH:18]=[CH:19][CH:20]=[CH:21][CH:22]=3)[CH:6]=[CH:5][C:4]=2[NH:3]1.[CH2:23]([C:25]([O-:27])=[O:26])[CH3:24]. The catalyst class is: 63.